This data is from Peptide-MHC class I binding affinity with 185,985 pairs from IEDB/IMGT. The task is: Regression. Given a peptide amino acid sequence and an MHC pseudo amino acid sequence, predict their binding affinity value. This is MHC class I binding data. (1) The peptide sequence is SHISSLIDM. The MHC is H-2-Kb with pseudo-sequence H-2-Kb. The binding affinity (normalized) is 0.576. (2) The peptide sequence is LIPDGDGEV. The MHC is HLA-B58:01 with pseudo-sequence HLA-B58:01. The binding affinity (normalized) is 0.0847. (3) The peptide sequence is KSLFNTVATLY. The MHC is HLA-B15:17 with pseudo-sequence HLA-B15:17. The binding affinity (normalized) is 0.872.